Dataset: NCI-60 drug combinations with 297,098 pairs across 59 cell lines. Task: Regression. Given two drug SMILES strings and cell line genomic features, predict the synergy score measuring deviation from expected non-interaction effect. (1) Drug 1: C1=NC2=C(N=C(N=C2N1C3C(C(C(O3)CO)O)O)F)N. Drug 2: C1=CC=C(C(=C1)C(C2=CC=C(C=C2)Cl)C(Cl)Cl)Cl. Cell line: HCT116. Synergy scores: CSS=10.3, Synergy_ZIP=0.582, Synergy_Bliss=5.52, Synergy_Loewe=0.908, Synergy_HSA=4.37. (2) Drug 1: CN1CCC(CC1)COC2=C(C=C3C(=C2)N=CN=C3NC4=C(C=C(C=C4)Br)F)OC. Drug 2: CN(CC1=CN=C2C(=N1)C(=NC(=N2)N)N)C3=CC=C(C=C3)C(=O)NC(CCC(=O)O)C(=O)O. Cell line: OVCAR-5. Synergy scores: CSS=25.0, Synergy_ZIP=-0.916, Synergy_Bliss=1.46, Synergy_Loewe=3.27, Synergy_HSA=4.60. (3) Drug 1: CNC(=O)C1=CC=CC=C1SC2=CC3=C(C=C2)C(=NN3)C=CC4=CC=CC=N4. Drug 2: N.N.Cl[Pt+2]Cl. Cell line: PC-3. Synergy scores: CSS=6.32, Synergy_ZIP=1.69, Synergy_Bliss=5.96, Synergy_Loewe=3.44, Synergy_HSA=3.62. (4) Drug 1: COC1=C(C=C2C(=C1)N=CN=C2NC3=CC(=C(C=C3)F)Cl)OCCCN4CCOCC4. Drug 2: CN(C(=O)NC(C=O)C(C(C(CO)O)O)O)N=O. Cell line: HOP-62. Synergy scores: CSS=9.62, Synergy_ZIP=-2.66, Synergy_Bliss=-2.75, Synergy_Loewe=-14.2, Synergy_HSA=-1.42. (5) Drug 1: CCC1=CC2CC(C3=C(CN(C2)C1)C4=CC=CC=C4N3)(C5=C(C=C6C(=C5)C78CCN9C7C(C=CC9)(C(C(C8N6C)(C(=O)OC)O)OC(=O)C)CC)OC)C(=O)OC.C(C(C(=O)O)O)(C(=O)O)O. Drug 2: C(=O)(N)NO. Cell line: OVCAR3. Synergy scores: CSS=62.0, Synergy_ZIP=1.21, Synergy_Bliss=3.31, Synergy_Loewe=-31.3, Synergy_HSA=2.43. (6) Drug 2: C1C(C(OC1N2C=NC(=NC2=O)N)CO)O. Synergy scores: CSS=13.0, Synergy_ZIP=-4.97, Synergy_Bliss=-0.291, Synergy_Loewe=0.248, Synergy_HSA=0.282. Cell line: OVCAR3. Drug 1: CN(CCCl)CCCl.Cl.